Predict the reaction yield, written as a fraction of the theoretical maximum amount of product (1.0 means a 100% yield; for example, 0.34 means a 34% yield). From a dataset of Reaction yield outcomes from USPTO patents with 853,638 reactions. (1) The reactants are [Br:1][C:2]1[CH:3]=[C:4]([CH:8]=[CH:9][N:10]=1)[C:5]([OH:7])=O.[F:11][C:12]1[CH:17]=[CH:16][C:15]([CH:18]([C:22]2[CH:27]=[CH:26][C:25]([F:28])=[CH:24][CH:23]=2)[CH2:19][CH2:20][NH2:21])=[CH:14][CH:13]=1. No catalyst specified. The product is [F:11][C:12]1[CH:17]=[CH:16][C:15]([CH:18]([C:22]2[CH:23]=[CH:24][C:25]([F:28])=[CH:26][CH:27]=2)[CH2:19][CH2:20][NH:21][C:5](=[O:7])[C:4]2[CH:8]=[CH:9][N:10]=[C:2]([Br:1])[CH:3]=2)=[CH:14][CH:13]=1. The yield is 0.447. (2) The reactants are [F:1][C:2]1[CH:18]=[C:17]([N+:19]([O-])=O)[CH:16]=[CH:15][C:3]=1[O:4][C:5]1[CH:10]=[CH:9][N:8]=[C:7]2[CH:11]=[C:12]([I:14])[S:13][C:6]=12.[NH4+].[Cl-].CCO.O.[CH3:28][C:29]([O:32][C:33](O[C:33]([O:32][C:29]([CH3:31])([CH3:30])[CH3:28])=[O:34])=[O:34])([CH3:31])[CH3:30]. The catalyst is C1COCC1.[Fe]. The product is [F:1][C:2]1[CH:18]=[C:17]([NH:19][C:33](=[O:34])[O:32][C:29]([CH3:31])([CH3:30])[CH3:28])[CH:16]=[CH:15][C:3]=1[O:4][C:5]1[CH:10]=[CH:9][N:8]=[C:7]2[CH:11]=[C:12]([I:14])[S:13][C:6]=12. The yield is 0.600. (3) The yield is -0.940. The catalyst is C(Cl)Cl.[Zn]. The product is [C:1]([NH:4][CH:5]1[CH:10]([CH:11]([O:22][C:23](=[O:25])[CH3:24])[CH:12]([O:18][C:19](=[O:21])[CH3:20])[CH2:13][O:14][C:15](=[O:17])[CH3:16])[O:9][C:8]([C:26]([O:28][CH3:29])=[O:27])=[CH:7][CH:6]1[NH2:30])(=[O:3])[CH3:2]. The reactants are [C:1]([NH:4][CH:5]1[CH:10]([CH:11]([O:22][C:23](=[O:25])[CH3:24])[CH:12]([O:18][C:19](=[O:21])[CH3:20])[CH2:13][O:14][C:15](=[O:17])[CH3:16])[O:9][C:8]([C:26]([O:28][CH3:29])=[O:27])=[CH:7][CH:6]1[N:30]=[N+]=[N-])(=[O:3])[CH3:2].O.[Cl-].[NH4+].